Dataset: Catalyst prediction with 721,799 reactions and 888 catalyst types from USPTO. Task: Predict which catalyst facilitates the given reaction. (1) Reactant: [C:1]([C:5]1[CH:33]=[C:8]2[N:9]=[C:10]([CH3:32])[C:11]([CH:24]([CH2:29][CH2:30][CH3:31])[C:25]([O:27]C)=[O:26])=[C:12]([C:13]3[CH:23]=[CH:22][C:16]4[O:17][CH2:18][CH2:19][CH2:20][O:21][C:15]=4[CH:14]=3)[N:7]2[N:6]=1)([CH3:4])([CH3:3])[CH3:2].[OH-].[Na+]. Product: [C:1]([C:5]1[CH:33]=[C:8]2[N:9]=[C:10]([CH3:32])[C:11]([CH:24]([CH2:29][CH2:30][CH3:31])[C:25]([OH:27])=[O:26])=[C:12]([C:13]3[CH:23]=[CH:22][C:16]4[O:17][CH2:18][CH2:19][CH2:20][O:21][C:15]=4[CH:14]=3)[N:7]2[N:6]=1)([CH3:3])([CH3:4])[CH3:2]. The catalyst class is: 24. (2) Reactant: [CH2:1]([O:3][C:4]1[C:9]2[CH:10]=[CH:11][O:12][C:8]=2[CH:7]=[CH:6][N:5]=1)[CH3:2].C([Li])CCC.[B:18](OC(C)C)([O:23]C(C)C)[O:19]C(C)C.O. Product: [CH2:1]([O:3][C:4]1[C:9]2[CH:10]=[C:11]([B:18]([OH:23])[OH:19])[O:12][C:8]=2[CH:7]=[CH:6][N:5]=1)[CH3:2]. The catalyst class is: 134. (3) Reactant: [Cl:1][C:2]1[CH:3]=[CH:4][C:5]([O:44][CH:45]([F:47])[F:46])=[C:6]([C:8]2[C:12]([NH:13][C:14]([C:16]3[CH:17]=[N:18][N:19]4[CH:24]=[CH:23][CH:22]=[N:21][C:20]=34)=[O:15])=[CH:11][N:10]([CH2:25][C:26]3[N:27]=[N:28][N:29]([CH:31]4[CH2:36][CH2:35][N:34](C(OC(C)(C)C)=O)[CH2:33][CH2:32]4)[CH:30]=3)[N:9]=2)[CH:7]=1.Cl.C(#N)C.O. Product: [Cl:1][C:2]1[CH:3]=[CH:4][C:5]([O:44][CH:45]([F:47])[F:46])=[C:6]([C:8]2[C:12]([NH:13][C:14]([C:16]3[CH:17]=[N:18][N:19]4[CH:24]=[CH:23][CH:22]=[N:21][C:20]=34)=[O:15])=[CH:11][N:10]([CH2:25][C:26]3[N:27]=[N:28][N:29]([CH:31]4[CH2:32][CH2:33][NH:34][CH2:35][CH2:36]4)[CH:30]=3)[N:9]=2)[CH:7]=1. The catalyst class is: 5.